This data is from Full USPTO retrosynthesis dataset with 1.9M reactions from patents (1976-2016). The task is: Predict the reactants needed to synthesize the given product. (1) Given the product [S:21]1[CH:20]=[C:19]([CH2:17][NH:15][CH2:14][CH2:13][CH2:12][NH:11][C:2]2[CH:3]=[CH:4][C:5]3[C:10](=[CH:9][CH:8]=[CH:7][CH:6]=3)[N:1]=2)[C:27]2[CH:26]=[CH:25][CH:24]=[CH:23][C:22]1=2, predict the reactants needed to synthesize it. The reactants are: [N:1]1[C:10]2[C:5](=[CH:6][CH:7]=[CH:8][CH:9]=2)[CH:4]=[CH:3][C:2]=1[NH:11][CH2:12][CH2:13][CH2:14][NH2:15].C[C:17]([C:19]1[C:27]2[C:22](=[CH:23][CH:24]=[CH:25][CH:26]=2)[S:21][CH:20]=1)=O. (2) The reactants are: [NH:1]1[CH2:11][CH2:10][CH2:9][CH:3]([C:4]([O:6][CH2:7][CH3:8])=[O:5])[CH2:2]1.C([O-])([O-])=O.[K+].[K+].CN(C=O)C.[CH3:23][O:24][C:25]1[CH:32]=[CH:31][C:28]([CH2:29]Cl)=[CH:27][CH:26]=1. Given the product [CH2:7]([O:6][C:4]([CH:3]1[CH2:9][CH2:10][CH2:11][N:1]([CH2:29][C:28]2[CH:31]=[CH:32][C:25]([O:24][CH3:23])=[CH:26][CH:27]=2)[CH2:2]1)=[O:5])[CH3:8], predict the reactants needed to synthesize it. (3) Given the product [Cl:1][C:2]1[CH:3]=[CH:4][C:5]([N:8]2[CH2:9][CH2:10][CH:11]([C:14]([NH:23][C:24]3[CH:33]=[CH:32][CH:31]=[C:30]4[C:25]=3[CH:26]=[CH:27][C:28](=[O:35])[N:29]4[CH3:34])=[O:16])[CH2:12][CH2:13]2)=[CH:6][CH:7]=1, predict the reactants needed to synthesize it. The reactants are: [Cl:1][C:2]1[CH:7]=[CH:6][C:5]([N:8]2[CH2:13][CH2:12][CH:11]([C:14]([OH:16])=O)[CH2:10][CH2:9]2)=[CH:4][CH:3]=1.C(Cl)(=O)C(Cl)=O.[NH2:23][C:24]1[CH:33]=[CH:32][CH:31]=[C:30]2[C:25]=1[CH:26]=[CH:27][C:28](=[O:35])[N:29]2[CH3:34].N1C=CC=CC=1. (4) The reactants are: [C:1]1([C:16]2[CH:21]=[CH:20][CH:19]=[CH:18][CH:17]=2)[CH:6]=[CH:5][C:4]([C@H:7]2[C@H:12]([C:13]([OH:15])=[O:14])[CH2:11][CH2:10][O:9][CH2:8]2)=[CH:3][CH:2]=1.C(OC([C@@H]1CCOC[C@H]1C1C=CC(C2C=CC=CC=2)=CC=1)=O)C. Given the product [C:1]1([C:16]2[CH:17]=[CH:18][CH:19]=[CH:20][CH:21]=2)[CH:2]=[CH:3][C:4]([C@H:7]2[C@@H:12]([C:13]([OH:15])=[O:14])[CH2:11][CH2:10][O:9][CH2:8]2)=[CH:5][CH:6]=1, predict the reactants needed to synthesize it. (5) Given the product [CH3:1][C:2]1[N:6]=[CH:5][N:4]([C:7]2[CH:12]=[CH:11][C:10]([NH2:13])=[CH:9][CH:8]=2)[N:3]=1, predict the reactants needed to synthesize it. The reactants are: [CH3:1][C:2]1[N:6]=[CH:5][N:4]([C:7]2[CH:12]=[CH:11][C:10]([N+:13]([O-])=O)=[CH:9][CH:8]=2)[N:3]=1. (6) Given the product [Br:1][C:2]1[C:3]([C:11](=[O:13])[NH2:12])=[N:4][N:5]([CH2:7][C:8]([N:32]2[C@H:31]([C:29]([NH:28][C:24]3[C:23]([F:37])=[C:22]([C:17]4[CH:18]=[CH:19][CH:20]=[CH:21][C:16]=4[Cl:15])[CH:27]=[CH:26][CH:25]=3)=[O:30])[CH2:36][C@@H:35]3[C@H:33]2[CH2:34]3)=[O:10])[CH:6]=1, predict the reactants needed to synthesize it. The reactants are: [Br:1][C:2]1[C:3]([C:11](=[O:13])[NH2:12])=[N:4][N:5]([CH2:7][C:8]([OH:10])=O)[CH:6]=1.Cl.[Cl:15][C:16]1[CH:21]=[CH:20][CH:19]=[CH:18][C:17]=1[C:22]1[CH:27]=[CH:26][CH:25]=[C:24]([NH:28][C:29]([C@@H:31]2[CH2:36][C@@H:35]3[C@@H:33]([CH2:34]3)[NH:32]2)=[O:30])[C:23]=1[F:37]. (7) The reactants are: [CH2:1]([O:8][C:9]([NH:11][C@@H:12]([CH2:16][C:17]1[CH:22]=[CH:21][C:20]([O:23][C:24]([CH3:27])([CH3:26])[CH3:25])=[CH:19][CH:18]=1)[C:13]([OH:15])=O)=[O:10])[C:2]1[CH:7]=[CH:6][CH:5]=[CH:4][CH:3]=1.Cl.[NH2:29][C@@H:30]([CH3:35])[C:31]([O:33][CH3:34])=[O:32].CN(C(ON1N=NC2C=CC=NC1=2)=[N+](C)C)C.F[P-](F)(F)(F)(F)F.CN1CCOCC1.Cl. Given the product [CH2:1]([O:8][C:9]([NH:11][C@@H:12]([CH2:16][C:17]1[CH:22]=[CH:21][C:20]([O:23][C:24]([CH3:25])([CH3:26])[CH3:27])=[CH:19][CH:18]=1)[C:13]([NH:29][C@@H:30]([CH3:35])[C:31]([O:33][CH3:34])=[O:32])=[O:15])=[O:10])[C:2]1[CH:3]=[CH:4][CH:5]=[CH:6][CH:7]=1, predict the reactants needed to synthesize it. (8) Given the product [OH:1][CH2:2][CH2:3][CH2:4][C:5]1[S:6][C:7]([C:31]2[CH:32]=[C:33]([CH3:37])[CH:34]=[CH:35][CH:36]=2)=[C:8]([C:10]([N:12]2[CH2:17][C@@H:16]3[C@@H:14]([CH2:15]3)[C@H:13]2[CH2:18][NH:19][C:20]([C:22]2[N:29]3[C:25]([S:26][CH:27]=[CH:28]3)=[N:24][C:23]=2[CH3:30])=[O:21])=[O:11])[N:9]=1, predict the reactants needed to synthesize it. The reactants are: [OH:1][CH2:2][C:3]#[C:4][C:5]1[S:6][C:7]([C:31]2[CH:32]=[C:33]([CH3:37])[CH:34]=[CH:35][CH:36]=2)=[C:8]([C:10]([N:12]2[CH2:17][C@@H:16]3[C@@H:14]([CH2:15]3)[C@H:13]2[CH2:18][NH:19][C:20]([C:22]2[N:29]3[C:25]([S:26][CH:27]=[CH:28]3)=[N:24][C:23]=2[CH3:30])=[O:21])=[O:11])[N:9]=1.